This data is from Forward reaction prediction with 1.9M reactions from USPTO patents (1976-2016). The task is: Predict the product of the given reaction. (1) Given the reactants [OH:1][C:2]1[CH:3]=[C:4]2[C:9](=[CH:10][CH:11]=1)[CH:8]=[C:7]([C:12]([OH:14])=O)[CH:6]=[CH:5]2.[NH:15]1[CH2:20][CH2:19][O:18][CH2:17][CH2:16]1, predict the reaction product. The product is: [OH:1][C:2]1[CH:3]=[C:4]2[C:9](=[CH:10][CH:11]=1)[CH:8]=[C:7]([C:12]([N:15]1[CH2:20][CH2:19][O:18][CH2:17][CH2:16]1)=[O:14])[CH:6]=[CH:5]2. (2) Given the reactants C([N:3](CC)CC)C.Br[CH2:9][CH2:10][NH:11][C:12](=[O:18])[O:13][C:14]([CH3:17])([CH3:16])[CH3:15].[OH:19][C@@H:20]([CH2:31][N:32]1[CH2:39][CH:38]2[O:40][CH:34]([CH2:35][NH:36][CH2:37]2)[CH2:33]1)[CH2:21][O:22][C:23]1[CH:30]=[CH:29][C:26]([C:27]#[N:28])=[CH:25][CH:24]=1, predict the reaction product. The product is: [OH-:13].[NH4+:3].[C:27]([C:26]1[CH:25]=[CH:24][C:23]([O:22][CH2:21][C@@H:20]([OH:19])[CH2:31][N:32]2[CH2:33][CH:34]3[O:40][CH:38]([CH2:37][N:36]([CH2:9][CH2:10][NH:11][C:12](=[O:18])[O:13][C:14]([CH3:17])([CH3:16])[CH3:15])[CH2:35]3)[CH2:39]2)=[CH:30][CH:29]=1)#[N:28]. (3) Given the reactants [Br:1][C:2]1[N:7]=[CH:6][C:5]2[CH:8]=[C:9]([C:15]3[CH:16]=[N:17][N:18]([CH2:20][C:21]4[CH:25]=[C:24]([CH3:26])[O:23][N:22]=4)[CH:19]=3)[N:10](S(C)(=O)=O)[C:4]=2[CH:3]=1.C1CCN2C(=NCCC2)CC1.[C:38](O[C:38]([O:40][C:41]([CH3:44])([CH3:43])[CH3:42])=[O:39])([O:40][C:41]([CH3:44])([CH3:43])[CH3:42])=[O:39].C(N(CC)CC)C, predict the reaction product. The product is: [Br:1][C:2]1[N:7]=[CH:6][C:5]2[CH:8]=[C:9]([C:15]3[CH:16]=[N:17][N:18]([CH2:20][C:21]4[CH:25]=[C:24]([CH3:26])[O:23][N:22]=4)[CH:19]=3)[N:10]([C:38]([O:40][C:41]([CH3:44])([CH3:43])[CH3:42])=[O:39])[C:4]=2[CH:3]=1.